This data is from Full USPTO retrosynthesis dataset with 1.9M reactions from patents (1976-2016). The task is: Predict the reactants needed to synthesize the given product. (1) Given the product [CH3:25][N:10]([CH2:9][CH2:8][O:1][C:2]1[CH:3]=[CH:4][CH:5]=[CH:6][CH:7]=1)[CH:11]1[CH2:16][CH2:15][CH:14]([C:17]2[CH:22]=[CH:21][C:20]([OH:23])=[CH:19][CH:18]=2)[CH2:13][CH2:12]1, predict the reactants needed to synthesize it. The reactants are: [O:1]([CH2:8][CH2:9][NH:10][CH:11]1[CH2:16][CH2:15][CH:14]([C:17]2[CH:22]=[CH:21][C:20]([OH:23])=[CH:19][CH:18]=2)[CH2:13][CH2:12]1)[C:2]1[CH:7]=[CH:6][CH:5]=[CH:4][CH:3]=1.O.[C:25](O[BH-](OC(=O)C)OC(=O)C)(=O)C.[Na+].[OH-].[Na+]. (2) Given the product [F:1][C:2]1[CH:3]=[CH:4][C:5]([C:8]2[O:9][CH:10]=[C:11]([CH:13]([CH3:16])[CH2:14][NH:15][C:27](=[O:28])[C:26]3[CH:30]=[CH:31][CH:32]=[C:24]([C:21]4[N:20]=[C:19]([C:18]([F:34])([F:33])[F:17])[O:23][N:22]=4)[CH:25]=3)[N:12]=2)=[CH:6][CH:7]=1, predict the reactants needed to synthesize it. The reactants are: [F:1][C:2]1[CH:7]=[CH:6][C:5]([C:8]2[O:9][CH:10]=[C:11]([CH:13]([CH3:16])[CH2:14][NH2:15])[N:12]=2)=[CH:4][CH:3]=1.[F:17][C:18]([F:34])([F:33])[C:19]1[O:23][N:22]=[C:21]([C:24]2[CH:25]=[C:26]([CH:30]=[CH:31][CH:32]=2)[C:27](O)=[O:28])[N:20]=1. (3) Given the product [Cl:18][C:19]1[CH:35]=[CH:34][C:22]2[NH:23][C:24]([CH:26]([NH:33][C:5](=[O:7])[C:4]3[CH:8]=[CH:9][C:10]([N:11]4[CH2:16][CH2:15][O:14][CH2:13][C:12]4=[O:17])=[C:2]([CH3:1])[CH:3]=3)[C:27]3[CH:31]=[CH:30][N:29]([CH3:32])[N:28]=3)=[N:25][C:21]=2[CH:20]=1, predict the reactants needed to synthesize it. The reactants are: [CH3:1][C:2]1[CH:3]=[C:4]([CH:8]=[CH:9][C:10]=1[N:11]1[CH2:16][CH2:15][O:14][CH2:13][C:12]1=[O:17])[C:5]([OH:7])=O.[Cl:18][C:19]1[CH:35]=[CH:34][C:22]2[NH:23][C:24]([CH:26]([NH2:33])[C:27]3[CH:31]=[CH:30][N:29]([CH3:32])[N:28]=3)=[N:25][C:21]=2[CH:20]=1.CN(C(ON1N=NC2C=CC=CC1=2)=[N+](C)C)C.[B-](F)(F)(F)F.CCN(C(C)C)C(C)C. (4) Given the product [C:1]([NH:5][S:6]([C:9]1[CH:14]=[CH:13][CH:12]=[C:11]([C:15]2[N:23]3[C:18]([CH:19]=[N:20][C:21]([NH:47][C:44]4[CH:45]=[CH:46][C:41]([N:38]5[CH2:39][CH2:40][CH:35]([CH2:34][N:31]6[CH2:32][CH2:33][N:28]([CH3:27])[CH2:29][CH2:30]6)[CH2:36][CH2:37]5)=[CH:42][CH:43]=4)=[N:22]3)=[CH:17][CH:16]=2)[CH:10]=1)(=[O:8])=[O:7])([CH3:4])([CH3:3])[CH3:2], predict the reactants needed to synthesize it. The reactants are: [C:1]([NH:5][S:6]([C:9]1[CH:14]=[CH:13][CH:12]=[C:11]([C:15]2[N:23]3[C:18]([CH:19]=[N:20][C:21](S(C)=O)=[N:22]3)=[CH:17][CH:16]=2)[CH:10]=1)(=[O:8])=[O:7])([CH3:4])([CH3:3])[CH3:2].[CH3:27][N:28]1[CH2:33][CH2:32][N:31]([CH2:34][CH:35]2[CH2:40][CH2:39][N:38]([C:41]3[CH:46]=[CH:45][C:44]([NH2:47])=[CH:43][CH:42]=3)[CH2:37][CH2:36]2)[CH2:30][CH2:29]1.C(N(CC)C(C)C)(C)C.COCC(O)C. (5) The reactants are: [NH:1]1[CH:5]=[CH:4][CH:3]=[N:2]1.[Li]CCCC.[CH2:11](Cl)[O:12][CH2:13][C:14]1[CH:19]=[CH:18][CH:17]=[CH:16][CH:15]=1. Given the product [CH2:13]([O:12][CH2:11][N:1]1[CH:5]=[CH:4][CH:3]=[N:2]1)[C:14]1[CH:19]=[CH:18][CH:17]=[CH:16][CH:15]=1, predict the reactants needed to synthesize it. (6) Given the product [CH:1]1([C@H:5]([NH:7][C:8]2[N:16]=[C:41]([C:40]([OH:37])=[O:42])[N:14]=[C:13]3[C:9]=2[N:10]([CH2:29][C@H:30]2[CH2:35][CH2:34][C@H:33]([CH3:36])[CH2:32][CH2:31]2)[C:11]([N:19]2[CH2:24][CH2:23][CH2:22][CH2:21][CH:20]2[CH2:25][CH:26]([CH3:28])[CH3:27])=[N:12]3)[CH3:6])[CH2:4][CH2:3][CH2:2]1, predict the reactants needed to synthesize it. The reactants are: [CH:1]1([C@H:5]([NH:7][C:8]2[N:16]=C(C#N)[N:14]=[C:13]3[C:9]=2[N:10]([CH2:29][C@H:30]2[CH2:35][CH2:34][C@H:33]([CH3:36])[CH2:32][CH2:31]2)[C:11]([N:19]2[CH2:24][CH2:23][CH2:22][CH2:21][CH:20]2[CH2:25][CH:26]([CH3:28])[CH3:27])=[N:12]3)[CH3:6])[CH2:4][CH2:3][CH2:2]1.[OH-:37].[Na+].Cl.[CH2:40]([OH:42])[CH3:41].